Predict the reactants needed to synthesize the given product. From a dataset of Full USPTO retrosynthesis dataset with 1.9M reactions from patents (1976-2016). (1) Given the product [CH3:1][O:2][C:3]1[CH:4]=[CH:5][C:6]2[N:7]([CH:9]=[C:10]([C:12]3[CH:17]=[CH:16][C:15]([NH:20][CH3:21])=[N:14][CH:13]=3)[N:11]=2)[CH:8]=1, predict the reactants needed to synthesize it. The reactants are: [CH3:1][O:2][C:3]1[CH:4]=[CH:5][C:6]2[N:7]([CH:9]=[C:10]([C:12]3[CH:13]=[N:14][C:15](OC)=[CH:16][CH:17]=3)[N:11]=2)[CH:8]=1.[NH:20]1C2C(=CC(B(O)O)=CC=2)C=[CH:21]1. (2) Given the product [CH:1]([C:4]1[CH:5]=[CH:6][C:7]([O:22][CH3:23])=[C:8]([C:10]2[C:11]([CH:20]=[O:21])=[CH:12][C:13]([C:16]([F:17])([F:18])[F:19])=[CH:14][CH:15]=2)[CH:9]=1)([CH3:3])[CH3:2], predict the reactants needed to synthesize it. The reactants are: [CH:1]([C:4]1[CH:5]=[CH:6][C:7]([O:22][CH3:23])=[C:8]([C:10]2[CH:15]=[CH:14][C:13]([C:16]([F:19])([F:18])[F:17])=[CH:12][C:11]=2[CH2:20][OH:21])[CH:9]=1)([CH3:3])[CH3:2].CC(OI1(OC(C)=O)(OC(C)=O)OC(=O)C2C=CC=CC1=2)=O. (3) Given the product [CH:1]1([CH2:4][O:5][C@@H:6]2[CH2:7][CH2:8][C@H:9]([N:12]3[CH2:13][CH2:14][CH:15]([NH:18][C:19]4[C:20]([NH2:26])=[CH:21][CH:22]=[C:23]([CH3:25])[CH:24]=4)[CH2:16][CH2:17]3)[CH2:10][CH2:11]2)[CH2:2][CH2:3]1, predict the reactants needed to synthesize it. The reactants are: [CH:1]1([CH2:4][O:5][C@@H:6]2[CH2:11][CH2:10][C@H:9]([N:12]3[CH2:17][CH2:16][CH:15]([NH:18][C:19]4[CH:24]=[C:23]([CH3:25])[CH:22]=[CH:21][C:20]=4[N+:26]([O-])=O)[CH2:14][CH2:13]3)[CH2:8][CH2:7]2)[CH2:3][CH2:2]1.O.NN. (4) The reactants are: [F:1][CH2:2][CH2:3][N:4]1[C:16]2[CH2:15][CH2:14][CH2:13][CH:12]([C:17](O)=[O:18])[C:11]=2[C:10]2[C:5]1=[CH:6][CH:7]=[CH:8][C:9]=2[O:20][CH3:21].C(Cl)(=O)C([Cl:25])=O.CN(C=O)C. Given the product [F:1][CH2:2][CH2:3][N:4]1[C:16]2[CH2:15][CH2:14][CH2:13][CH:12]([C:17]([Cl:25])=[O:18])[C:11]=2[C:10]2[C:5]1=[CH:6][CH:7]=[CH:8][C:9]=2[O:20][CH3:21], predict the reactants needed to synthesize it.